This data is from Catalyst prediction with 721,799 reactions and 888 catalyst types from USPTO. The task is: Predict which catalyst facilitates the given reaction. (1) Reactant: [CH:1]([O:4][C:5](=[O:43])[C@H:6]([CH2:18][C:19]1[CH:24]=[CH:23][C:22]([N:25]2[C:34](=[O:35])[C:33]3[C:28](=[CH:29][CH:30]=[C:31]([CH2:36][N:37](C=O)[CH3:38])[CH:32]=3)[N:27]([CH3:41])[C:26]2=[O:42])=[CH:21][CH:20]=1)[NH:7][C:8](=[O:17])[C:9]1[C:14]([Cl:15])=[CH:13][CH:12]=[CH:11][C:10]=1[Cl:16])([CH3:3])[CH3:2].C(Cl)(=O)C.C(OC(C)C)(=O)C. Product: [ClH:15].[CH:1]([O:4][C:5](=[O:43])[C@H:6]([CH2:18][C:19]1[CH:20]=[CH:21][C:22]([N:25]2[C:34](=[O:35])[C:33]3[C:28](=[CH:29][CH:30]=[C:31]([CH2:36][NH:37][CH3:38])[CH:32]=3)[N:27]([CH3:41])[C:26]2=[O:42])=[CH:23][CH:24]=1)[NH:7][C:8](=[O:17])[C:9]1[C:14]([Cl:15])=[CH:13][CH:12]=[CH:11][C:10]=1[Cl:16])([CH3:3])[CH3:2]. The catalyst class is: 41. (2) Reactant: [C:1]([CH:5]([CH:21]1[CH2:24][C:23](=[O:25])[C:22]1(Cl)Cl)[C:6]([C:15]1[CH:20]=[CH:19][CH:18]=[CH:17][CH:16]=1)([C:9]1[CH:14]=[CH:13][CH:12]=[CH:11][CH:10]=1)[O:7][SiH3:8])([CH3:4])([CH3:3])[CH3:2].C(OCC)C. Product: [C:1]([CH:5]([CH:21]1[CH2:22][C:23](=[O:25])[CH2:24]1)[C:6]([C:15]1[CH:16]=[CH:17][CH:18]=[CH:19][CH:20]=1)([C:9]1[CH:10]=[CH:11][CH:12]=[CH:13][CH:14]=1)[O:7][SiH3:8])([CH3:4])([CH3:2])[CH3:3]. The catalyst class is: 183. (3) Reactant: Br[C:2]1[N:7]=[C:6]([CH3:8])[C:5]([N+:9]([O-:11])=[O:10])=[CH:4][CH:3]=1.[NH:12]1[CH2:17][CH2:16][O:15][CH2:14][CH2:13]1. Product: [CH3:8][C:6]1[N:7]=[C:2]([N:12]2[CH2:17][CH2:16][O:15][CH2:14][CH2:13]2)[CH:3]=[CH:4][C:5]=1[N+:9]([O-:11])=[O:10]. The catalyst class is: 8. (4) Reactant: [OH:1][C:2]1[CH:11]=[C:10]2[C:5]([C:6](=[O:24])[C:7]([C:16]3[CH:23]=[CH:22][C:19]([C:20]#[N:21])=[CH:18][CH:17]=3)=[C:8]([C:12]([F:15])([F:14])[F:13])[O:9]2)=[CH:4][CH:3]=1.Cl.N[OH:27].C(N(CC)CC)C.C1N=C[N:37]([C:40](N2C=NC=C2)=[S:41])C=1. Product: [OH:1][C:2]1[CH:11]=[C:10]2[C:5]([C:6](=[O:24])[C:7]([C:16]3[CH:23]=[CH:22][C:19]([C:20]4[NH:37][C:40](=[O:27])[S:41][N:21]=4)=[CH:18][CH:17]=3)=[C:8]([C:12]([F:15])([F:13])[F:14])[O:9]2)=[CH:4][CH:3]=1. The catalyst class is: 8. (5) Reactant: C[O:2][C:3](=[O:33])[CH2:4][CH2:5][C:6]1[O:7][CH:8]=[C:9]([C:11]2[CH:16]=[CH:15][C:14]([NH:17][C:18]3[CH:23]=[C:22]([C:24]4[CH:29]=[C:28]([Cl:30])[CH:27]=[CH:26][C:25]=4[CH3:31])[N:21]=[C:20]([NH2:32])[N:19]=3)=[CH:13][CH:12]=2)[N:10]=1.CO.[OH-].[Na+].[ClH:38]. Product: [NH2:32][C:20]1[N:19]=[C:18]([NH:17][C:14]2[CH:13]=[CH:12][C:11]([C:9]3[N:10]=[C:6]([CH2:5][CH2:4][C:3]([OH:33])=[O:2])[O:7][CH:8]=3)=[CH:16][CH:15]=2)[CH:23]=[C:22]([C:24]2[CH:29]=[C:28]([Cl:30])[CH:27]=[CH:26][C:25]=2[CH3:31])[N:21]=1.[ClH:38]. The catalyst class is: 6.